From a dataset of Peptide-MHC class I binding affinity with 185,985 pairs from IEDB/IMGT. Regression. Given a peptide amino acid sequence and an MHC pseudo amino acid sequence, predict their binding affinity value. This is MHC class I binding data. (1) The peptide sequence is NISIIVLFQR. The MHC is HLA-A31:01 with pseudo-sequence HLA-A31:01. The binding affinity (normalized) is 0.675. (2) The peptide sequence is SSEQTFMYY. The MHC is HLA-B40:01 with pseudo-sequence HLA-B40:01. The binding affinity (normalized) is 0.0847. (3) The peptide sequence is YTNYPFLFF. The MHC is HLA-B27:03 with pseudo-sequence HLA-B27:03. The binding affinity (normalized) is 0.0847. (4) The peptide sequence is ATGTDMPGGY. The MHC is HLA-A01:01 with pseudo-sequence HLA-A01:01. The binding affinity (normalized) is 0.677. (5) The peptide sequence is GMLQGRGPLK. The MHC is HLA-A11:01 with pseudo-sequence HLA-A11:01. The binding affinity (normalized) is 0.664.